From a dataset of Full USPTO retrosynthesis dataset with 1.9M reactions from patents (1976-2016). Predict the reactants needed to synthesize the given product. (1) Given the product [Cl:1][C:2]1[CH:7]=[CH:6][N:5]=[C:4]2[CH:8]=[C:9]([I:22])[O:10][C:3]=12, predict the reactants needed to synthesize it. The reactants are: [Cl:1][C:2]1[CH:7]=[CH:6][N:5]=[C:4]2[CH:8]=[C:9]([Si](C)(C)C)[O:10][C:3]=12.C1C(=O)N([I:22])C(=O)C1.[F-].[K+]. (2) The reactants are: [CH:1]1([CH2:4][N:5]([C@@H:13]2[CH2:15][C@H:14]2[C:16]2[CH:21]=[CH:20][C:19]([C:22](=[O:30])[NH:23][C:24]3[CH:25]=[N:26][N:27]([CH3:29])[CH:28]=3)=[CH:18][CH:17]=2)C(=O)OC(C)(C)C)[CH2:3][CH2:2]1.[ClH:31].C(OCC)(=O)C. Given the product [ClH:31].[ClH:31].[CH:1]1([CH2:4][NH:5][C@@H:13]2[CH2:15][C@H:14]2[C:16]2[CH:21]=[CH:20][C:19]([C:22]([NH:23][C:24]3[CH:25]=[N:26][N:27]([CH3:29])[CH:28]=3)=[O:30])=[CH:18][CH:17]=2)[CH2:3][CH2:2]1, predict the reactants needed to synthesize it. (3) Given the product [Br:1][C:2]1[CH:3]=[C:4]([CH:15]=[CH:16][CH:17]=1)[CH2:5][N:6]1[C:10]([CH3:11])=[N:9][C:8]([C:12]#[N:14])=[N:7]1, predict the reactants needed to synthesize it. The reactants are: [Br:1][C:2]1[CH:3]=[C:4]([CH:15]=[CH:16][CH:17]=1)[CH2:5][N:6]1[C:10]([CH3:11])=[N:9][C:8]([C:12]([NH2:14])=O)=[N:7]1.CCN(CC)CC.FC(F)(F)C(OC(=O)C(F)(F)F)=O. (4) Given the product [F:11][C:12]1[CH:13]=[C:14]([C@H:18]2[C@H:22]([CH:23]=[O:24])[CH2:21][N:20]([CH2:25][C:26]3([C:32]([O:34][CH2:35][C:36]4[CH:41]=[CH:40][CH:39]=[CH:38][CH:37]=4)=[O:33])[CH2:27][CH2:28][CH2:29][CH2:30][CH2:31]3)[CH2:19]2)[CH:15]=[CH:16][CH:17]=1, predict the reactants needed to synthesize it. The reactants are: C(Cl)(=O)C(Cl)=O.CS(C)=O.[F:11][C:12]1[CH:13]=[C:14]([C@H:18]2[C@H:22]([CH2:23][OH:24])[CH2:21][N:20]([CH2:25][C:26]3([C:32]([O:34][CH2:35][C:36]4[CH:41]=[CH:40][CH:39]=[CH:38][CH:37]=4)=[O:33])[CH2:31][CH2:30][CH2:29][CH2:28][CH2:27]3)[CH2:19]2)[CH:15]=[CH:16][CH:17]=1.C(N(CC)CC)C.